From a dataset of Forward reaction prediction with 1.9M reactions from USPTO patents (1976-2016). Predict the product of the given reaction. (1) Given the reactants C(OC(N=NC(OC(C)C)=O)=O)(C)C.C1(P(C2C=CC=CC=2)C2C=CC=CC=2)C=CC=CC=1.[F:34][C:35]1[CH:36]=[CH:37][C:38]([N+:42]([O-:44])=[O:43])=[C:39]([OH:41])[CH:40]=1.[C:45]([Si:49]([CH3:59])([CH3:58])[O:50][CH:51]1[CH2:56][CH2:55][CH2:54][CH:53](O)[CH2:52]1)([CH3:48])([CH3:47])[CH3:46], predict the reaction product. The product is: [C:45]([Si:49]([O:50][C@H:51]1[CH2:52][CH2:53][CH2:54][C@H:55]([O:41][C:39]2[CH:40]=[C:35]([F:34])[CH:36]=[CH:37][C:38]=2[N+:42]([O-:44])=[O:43])[CH2:56]1)([CH3:59])[CH3:58])([CH3:48])([CH3:46])[CH3:47]. (2) The product is: [OH:55][C@H:54]([CH2:53][O:52][C:49]1[CH:50]=[CH:51][C:46]([OH:45])=[CH:47][CH:48]=1)[CH2:56][NH:1][CH2:2][CH2:3][C:4]1[CH:5]=[CH:6][C:7]([NH:8][CH:9]2[CH2:14][CH2:13][N:12]([C:15]([C:17]3[C:25]4[C:20](=[CH:21][CH:22]=[CH:23][CH:24]=4)[NH:19][N:18]=3)=[O:16])[CH2:11][CH2:10]2)=[CH:26][CH:27]=1. Given the reactants [NH2:1][CH2:2][CH2:3][C:4]1[CH:27]=[CH:26][C:7]([NH:8][CH:9]2[CH2:14][CH2:13][N:12]([C:15]([C:17]3[C:25]4[C:20](=[CH:21][CH:22]=[CH:23][CH:24]=4)[NH:19][N:18]=3)=[O:16])[CH2:11][CH2:10]2)=[CH:6][CH:5]=1.C([Si]([O:45][C:46]1[CH:51]=[CH:50][C:49]([O:52][CH2:53][CH:54]2[CH2:56][O:55]2)=[CH:48][CH:47]=1)(C1C=CC=CC=1)C1C=CC=CC=1)(C)(C)C, predict the reaction product. (3) Given the reactants [C:1]([C:4]1[CH:28]=[CH:27][C:7]([O:8][CH2:9][C:10]2[CH:15]=[CH:14][C:13]([CH:16](O)[C:17]3[CH:18]=[C:19]([CH:23]=[CH:24][CH:25]=3)[C:20]([OH:22])=[O:21])=[CH:12][CH:11]=2)=[C:6]([CH3:29])[C:5]=1[OH:30])(=[O:3])[CH3:2].C([SiH](CC)CC)C.B(F)(F)F.CCOCC.ClCCl, predict the reaction product. The product is: [C:1]([C:4]1[CH:28]=[CH:27][C:7]([O:8][CH2:9][C:10]2[CH:11]=[CH:12][C:13]([CH2:16][C:17]3[CH:18]=[C:19]([CH:23]=[CH:24][CH:25]=3)[C:20]([OH:22])=[O:21])=[CH:14][CH:15]=2)=[C:6]([CH3:29])[C:5]=1[OH:30])(=[O:3])[CH3:2]. (4) The product is: [Cl:1][C:2]1[CH:7]=[CH:6][N:5]=[CH:4][C:3]=1[NH:8][C:17](=[O:23])[C:18]([O:20][CH2:21][CH3:22])=[O:19]. Given the reactants [Cl:1][C:2]1[CH:7]=[CH:6][N:5]=[CH:4][C:3]=1[NH2:8].CCN(CC)CC.Cl[C:17](=[O:23])[C:18]([O:20][CH2:21][CH3:22])=[O:19], predict the reaction product. (5) Given the reactants CC1(C)C(C)(C)OB([C:9]2[C:17]3[C:12](=[N:13][CH:14]=[C:15]([NH:18][C:19](=[O:28])[O:20][CH2:21][C:22]4[CH:27]=[CH:26][CH:25]=[CH:24][CH:23]=4)[CH:16]=3)[N:11]([S:29]([C:32]3[CH:38]=[CH:37][C:35]([CH3:36])=[CH:34][CH:33]=3)(=[O:31])=[O:30])[CH:10]=2)O1.Cl[C:41]1[C:46]([C:47]#[N:48])=[CH:45][N:44]=[C:43]([S:49][CH3:50])[N:42]=1.C(=O)([O-])[O-].[K+].[K+], predict the reaction product. The product is: [C:47]([C:46]1[C:41]([C:9]2[C:17]3[C:12](=[N:13][CH:14]=[C:15]([NH:18][C:19](=[O:28])[O:20][CH2:21][C:22]4[CH:23]=[CH:24][CH:25]=[CH:26][CH:27]=4)[CH:16]=3)[N:11]([S:29]([C:32]3[CH:38]=[CH:37][C:35]([CH3:36])=[CH:34][CH:33]=3)(=[O:30])=[O:31])[CH:10]=2)=[N:42][C:43]([S:49][CH3:50])=[N:44][CH:45]=1)#[N:48]. (6) Given the reactants [CH2:1]([O:8][C:9]([N:11]1[CH2:15][C@H:14]([O:16][C:17]([CH3:20])([CH3:19])[CH3:18])[CH2:13][C@H:12]1[C:21](O)=[O:22])=[O:10])[C:2]1[CH:7]=[CH:6][CH:5]=[CH:4][CH:3]=1.[NH2:24][CH2:25][C:26](=[O:28])[CH3:27].CCN=C=NCCCN(C)C.Cl.C1C=CC2N(O)N=NC=2C=1.C(N(CC)CC)C, predict the reaction product. The product is: [CH2:1]([O:8][C:9]([N:11]1[CH2:15][C@H:14]([O:16][C:17]([CH3:18])([CH3:20])[CH3:19])[CH2:13][C@H:12]1[C:21](=[O:22])[NH:24][CH2:25][C:26](=[O:28])[CH3:27])=[O:10])[C:2]1[CH:3]=[CH:4][CH:5]=[CH:6][CH:7]=1. (7) Given the reactants [Mg].Br[C:3]1[CH:8]=[CH:7][CH:6]=[CH:5][C:4]=1[S:9][CH3:10].[B:11](OC(C)C)([O:16]C(C)C)[O:12]C(C)C.O, predict the reaction product. The product is: [CH3:10][S:9][C:4]1[CH:5]=[CH:6][CH:7]=[CH:8][C:3]=1[B:11]([OH:16])[OH:12].